Dataset: Catalyst prediction with 721,799 reactions and 888 catalyst types from USPTO. Task: Predict which catalyst facilitates the given reaction. (1) Reactant: Br[C:2]1[CH:3]=[C:4]2[C:8](=[CH:9][CH:10]=1)[N:7]([C:11]1[CH:16]=[CH:15][C:14]([F:17])=[CH:13][CH:12]=1)[N:6]=[CH:5]2.[Li]CCCC.[CH2:23]([N:26]1[C:34]2[C:33](=[O:35])[N:32]([CH3:36])[CH:31]=[N:30][C:29]=2[C:28]([C:37](=[O:42])[C:38]([F:41])([F:40])[F:39])=[CH:27]1)[CH:24]=[CH2:25]. Product: [CH2:23]([N:26]1[C:34]2[C:33](=[O:35])[N:32]([CH3:36])[CH:31]=[N:30][C:29]=2[C:28]([C:37]([C:2]2[CH:3]=[C:4]3[C:8](=[CH:9][CH:10]=2)[N:7]([C:11]2[CH:16]=[CH:15][C:14]([F:17])=[CH:13][CH:12]=2)[N:6]=[CH:5]3)([OH:42])[C:38]([F:41])([F:39])[F:40])=[CH:27]1)[CH:24]=[CH2:25]. The catalyst class is: 1. (2) Product: [CH3:22][N:23]([CH3:27])[CH2:24][CH2:25][NH:26][S:11]([C:9]1[CH:8]=[CH:7][C:5]2[N:6]=[C:2]([CH3:1])[S:3][C:4]=2[CH:10]=1)(=[O:13])=[O:12]. Reactant: [CH3:1][C:2]1[S:3][C:4]2[CH:10]=[C:9]([S:11](Cl)(=[O:13])=[O:12])[CH:8]=[CH:7][C:5]=2[N:6]=1.C(N(CC)CC)C.[CH3:22][N:23]([CH3:27])[CH2:24][CH2:25][NH2:26]. The catalyst class is: 1.